Dataset: Catalyst prediction with 721,799 reactions and 888 catalyst types from USPTO. Task: Predict which catalyst facilitates the given reaction. (1) Product: [C:1]([O:5][C:6](=[O:28])[NH:7][CH2:8][C:9]1[CH:14]=[C:13]([O:15][C:16]2[CH:21]=[C:20]([O:22][CH3:23])[CH:19]=[C:18]([F:24])[CH:17]=2)[CH:12]=[CH:11][C:10]=1[NH2:25])([CH3:4])([CH3:2])[CH3:3]. Reactant: [C:1]([O:5][C:6](=[O:28])[NH:7][CH2:8][C:9]1[CH:14]=[C:13]([O:15][C:16]2[CH:21]=[C:20]([O:22][CH3:23])[CH:19]=[C:18]([F:24])[CH:17]=2)[CH:12]=[CH:11][C:10]=1[N+:25]([O-])=O)([CH3:4])([CH3:3])[CH3:2].[Cl-].[NH4+].C(O)C. The catalyst class is: 150. (2) Reactant: [O:1]1[CH2:6][CH2:5][N:4]([C:7]2[CH:8]=[C:9]([CH:14]=[CH:15][CH:16]=2)[C:10](OC)=[O:11])[CH2:3][CH2:2]1.[NH2:17][NH2:18]. Product: [O:1]1[CH2:6][CH2:5][N:4]([C:7]2[CH:8]=[C:9]([CH:14]=[CH:15][CH:16]=2)[C:10]([NH:17][NH2:18])=[O:11])[CH2:3][CH2:2]1. The catalyst class is: 5. (3) Reactant: [NH2:1][C:2]1[CH:10]=[C:9]([O:11][CH3:12])[CH:8]=[CH:7][C:3]=1[C:4]([OH:6])=[O:5].[C:13](Cl)(=O)[C:14]1[CH:19]=[CH:18][CH:17]=[CH:16][CH:15]=1. Product: [CH3:12][O:11][C:9]1[CH:8]=[CH:7][C:3]2[C:4](=[O:6])[O:5][C:13]([C:14]3[CH:19]=[CH:18][CH:17]=[CH:16][CH:15]=3)=[N:1][C:2]=2[CH:10]=1. The catalyst class is: 17. (4) Reactant: [CH3:1][S:2](Cl)(=[O:4])=[O:3].[Si:6]([O:13][C:14]1([CH2:20][CH2:21][CH2:22][OH:23])[CH2:19][CH2:18][CH2:17][CH2:16][CH2:15]1)([C:9]([CH3:12])([CH3:11])[CH3:10])([CH3:8])[CH3:7].C(N(CC)CC)C. Product: [CH3:1][S:2]([O:23][CH2:22][CH2:21][CH2:20][C:14]1([O:13][Si:6]([C:9]([CH3:12])([CH3:11])[CH3:10])([CH3:8])[CH3:7])[CH2:19][CH2:18][CH2:17][CH2:16][CH2:15]1)(=[O:4])=[O:3]. The catalyst class is: 503. (5) Reactant: [NH2:1][C:2]1[CH:11]=[CH:10][C:5]([C:6]([O:8][CH3:9])=[O:7])=[CH:4][CH:3]=1.C([O-])([O-])=O.[Ca+2].[C:17](Cl)(Cl)=[S:18]. Product: [CH3:9][O:8][C:6]([C:5]1[CH:4]=[CH:3][C:2]([N:1]=[C:17]=[S:18])=[CH:11][CH:10]=1)=[O:7]. The catalyst class is: 229.